This data is from Forward reaction prediction with 1.9M reactions from USPTO patents (1976-2016). The task is: Predict the product of the given reaction. (1) Given the reactants [C:1]([C:3]1[CH:8]=[CH:7][C:6]([CH2:9][C:10]([O:12][CH2:13][CH3:14])=[O:11])=[CH:5][CH:4]=1)#[N:2].[H-].[Na+].I[CH3:18], predict the reaction product. The product is: [C:1]([C:3]1[CH:8]=[CH:7][C:6]([CH:9]([CH3:18])[C:10]([O:12][CH2:13][CH3:14])=[O:11])=[CH:5][CH:4]=1)#[N:2]. (2) The product is: [F:17][C:2]([F:1])([S:13]([O-:16])(=[O:15])=[O:14])[C:3]([F:11])([F:12])[C:4]([F:10])([F:9])[C:5]([F:8])([F:7])[F:6].[CH:62]([O:64][CH2:65][CH2:66][O:18][C:19]1[C:24]([CH3:25])=[CH:23][C:22]([S+:26]([C:27]2[CH:28]=[CH:29][C:30]([C:33]([CH3:36])([CH3:35])[CH3:34])=[CH:31][CH:32]=2)[C:37]2[CH:42]=[CH:41][C:40]([C:43]([CH3:46])([CH3:45])[CH3:44])=[CH:39][CH:38]=2)=[CH:21][C:20]=1[CH3:47])=[CH2:63]. Given the reactants [F:1][C:2]([F:17])([S:13]([O-:16])(=[O:15])=[O:14])[C:3]([F:12])([F:11])[C:4]([F:10])([F:9])[C:5]([F:8])([F:7])[F:6].[OH:18][C:19]1[C:24]([CH3:25])=[CH:23][C:22]([S+:26]([C:37]2[CH:42]=[CH:41][C:40]([C:43]([CH3:46])([CH3:45])[CH3:44])=[CH:39][CH:38]=2)[C:27]2[CH:32]=[CH:31][C:30]([C:33]([CH3:36])([CH3:35])[CH3:34])=[CH:29][CH:28]=2)=[CH:21][C:20]=1[CH3:47].C(=O)([O-])[O-].[K+].[K+].CN(C)CCN(C)C.[CH:62]([O:64][CH2:65][CH2:66]Cl)=[CH2:63], predict the reaction product. (3) Given the reactants [CH:1]([C:3]1[CH:4]=[C:5]([CH:16]=[CH:17][CH:18]=1)[O:6][C:7]1[N:14]=[C:13]([CH3:15])[CH:12]=[CH:11][C:8]=1[C:9]#[N:10])=O.CN.[C:21]([BH3-])#[N:22].[Na+].[C:25]([OH:32])(=[O:31])/[CH:26]=[CH:27]/[C:28]([OH:30])=[O:29], predict the reaction product. The product is: [C:25]([OH:32])(=[O:31])/[CH:26]=[CH:27]/[C:28]([OH:30])=[O:29].[CH3:15][C:13]1[CH:12]=[CH:11][C:8]([C:9]#[N:10])=[C:7]([O:6][C:5]2[CH:16]=[CH:17][CH:18]=[C:3]([CH2:1][NH:22][CH3:21])[CH:4]=2)[N:14]=1. (4) Given the reactants [CH3:1][C:2]([O:5][C:6]([N:8]1[CH2:12][CH2:11][C@@H:10]([CH2:13][C:14]([OH:16])=[O:15])[CH2:9]1)=[O:7])([CH3:4])[CH3:3].Cl.[CH2:18](N=C=NCCCN(C)C)[CH3:19].C(O)C, predict the reaction product. The product is: [CH2:18]([O:15][C:14](=[O:16])[CH2:13][C@@H:10]1[CH2:11][CH2:12][N:8]([C:6]([O:5][C:2]([CH3:1])([CH3:3])[CH3:4])=[O:7])[CH2:9]1)[CH3:19]. (5) Given the reactants [CH:1]1([C:7]2[CH:12]=[CH:11][CH:10]=[CH:9][C:8]=2[CH2:13][NH2:14])[CH2:6][CH2:5][CH2:4][CH2:3][CH2:2]1.Cl.C1(C2C=CC=CC=2CN)CCCCC1.[CH:30]1[N:35]=[C:34](Cl)[C:33]2[N:37]=[CH:38][N:39]([C@@H:40]3[O:44][C@H:43]([CH2:45][OH:46])[C@@H:42]([OH:47])[C@H:41]3[OH:48])[C:32]=2[N:31]=1.C(N(CC)CC)C, predict the reaction product. The product is: [CH:1]1([C:7]2[CH:12]=[CH:11][CH:10]=[CH:9][C:8]=2[CH2:13][NH:14][C:34]2[C:33]3[N:37]=[CH:38][N:39]([C:32]=3[N:31]=[CH:30][N:35]=2)[C@@H:40]2[O:44][C@H:43]([CH2:45][OH:46])[C@@H:42]([OH:47])[C@H:41]2[OH:48])[CH2:2][CH2:3][CH2:4][CH2:5][CH2:6]1. (6) Given the reactants [CH3:1][C@H:2]1[CH2:6][CH2:5][CH2:4][N:3]1[CH:7]1[CH2:11][CH2:10][C@H:9]([C:12]2[CH:17]=[CH:16][C:15]([NH2:18])=[CH:14][CH:13]=2)[CH2:8]1.[CH3:19][C:20]1[CH:28]=[CH:27][CH:26]=[CH:25][C:21]=1[C:22](Cl)=[O:23], predict the reaction product. The product is: [CH3:19][C:20]1[CH:28]=[CH:27][CH:26]=[CH:25][C:21]=1[C:22]([NH:18][C:15]1[CH:16]=[CH:17][C:12]([C@H:9]2[CH2:10][CH2:11][CH:7]([N:3]3[CH2:4][CH2:5][CH2:6][C@@H:2]3[CH3:1])[CH2:8]2)=[CH:13][CH:14]=1)=[O:23].